Dataset: NCI-60 drug combinations with 297,098 pairs across 59 cell lines. Task: Regression. Given two drug SMILES strings and cell line genomic features, predict the synergy score measuring deviation from expected non-interaction effect. (1) Drug 1: CCCS(=O)(=O)NC1=C(C(=C(C=C1)F)C(=O)C2=CNC3=C2C=C(C=N3)C4=CC=C(C=C4)Cl)F. Drug 2: C1=CN(C(=O)N=C1N)C2C(C(C(O2)CO)O)O.Cl. Cell line: HT29. Synergy scores: CSS=62.2, Synergy_ZIP=-2.01, Synergy_Bliss=-1.11, Synergy_Loewe=0.845, Synergy_HSA=3.50. (2) Synergy scores: CSS=38.4, Synergy_ZIP=2.35, Synergy_Bliss=2.61, Synergy_Loewe=-3.74, Synergy_HSA=1.39. Drug 1: C1=CC(=C2C(=C1NCCNCCO)C(=O)C3=C(C=CC(=C3C2=O)O)O)NCCNCCO. Cell line: SK-MEL-28. Drug 2: CCCCC(=O)OCC(=O)C1(CC(C2=C(C1)C(=C3C(=C2O)C(=O)C4=C(C3=O)C=CC=C4OC)O)OC5CC(C(C(O5)C)O)NC(=O)C(F)(F)F)O. (3) Drug 1: CC1=C(N=C(N=C1N)C(CC(=O)N)NCC(C(=O)N)N)C(=O)NC(C(C2=CN=CN2)OC3C(C(C(C(O3)CO)O)O)OC4C(C(C(C(O4)CO)O)OC(=O)N)O)C(=O)NC(C)C(C(C)C(=O)NC(C(C)O)C(=O)NCCC5=NC(=CS5)C6=NC(=CS6)C(=O)NCCC[S+](C)C)O. Drug 2: C1C(C(OC1N2C=NC3=C2NC=NCC3O)CO)O. Cell line: CAKI-1. Synergy scores: CSS=33.3, Synergy_ZIP=-1.08, Synergy_Bliss=-2.67, Synergy_Loewe=-11.4, Synergy_HSA=-3.36. (4) Drug 1: CC1C(C(CC(O1)OC2CC(CC3=C2C(=C4C(=C3O)C(=O)C5=C(C4=O)C(=CC=C5)OC)O)(C(=O)CO)O)N)O.Cl. Drug 2: C1=CC(=CC=C1CC(C(=O)O)N)N(CCCl)CCCl.Cl. Cell line: NCIH23. Synergy scores: CSS=8.38, Synergy_ZIP=-5.26, Synergy_Bliss=0.709, Synergy_Loewe=-3.10, Synergy_HSA=-1.72. (5) Drug 1: C1=NC2=C(N=C(N=C2N1C3C(C(C(O3)CO)O)O)F)N. Drug 2: CC(C)CN1C=NC2=C1C3=CC=CC=C3N=C2N. Cell line: UACC-257. Synergy scores: CSS=-3.88, Synergy_ZIP=1.81, Synergy_Bliss=-1.24, Synergy_Loewe=-3.20, Synergy_HSA=-4.87.